This data is from Forward reaction prediction with 1.9M reactions from USPTO patents (1976-2016). The task is: Predict the product of the given reaction. (1) Given the reactants [F:1][C:2]1[C:7]([F:8])=[CH:6][C:5]([C:9]2[CH:14]=[CH:13][C:12]([O:15][CH2:16][C:17]3[CH:18]=[C:19]([NH2:23])[CH:20]=[CH:21][CH:22]=3)=[CH:11][CH:10]=2)=[C:4]([O:24][CH3:25])[CH:3]=1.[CH2:26]([O:28][C:29](=[O:32])[CH2:30]Br)[CH3:27].C(=O)([O-])[O-].[K+].[K+], predict the reaction product. The product is: [CH2:26]([O:28][C:29](=[O:32])[CH2:30][NH:23][C:19]1[CH:20]=[CH:21][CH:22]=[C:17]([CH2:16][O:15][C:12]2[CH:11]=[CH:10][C:9]([C:5]3[CH:6]=[C:7]([F:8])[C:2]([F:1])=[CH:3][C:4]=3[O:24][CH3:25])=[CH:14][CH:13]=2)[CH:18]=1)[CH3:27]. (2) Given the reactants [F:1][C:2]1[CH:7]=[CH:6][C:5]([N:8]2[CH2:13][CH2:12][CH:11]([C:14](Cl)=[O:15])[CH2:10][CH2:9]2)=[CH:4][CH:3]=1.[CH3:17][C@H:18]1[CH2:23][N:22]([CH2:24][C:25]2[CH:30]=[CH:29][C:28]([NH:31][CH3:32])=[CH:27][CH:26]=2)[CH2:21][CH2:20][N:19]1[C:33]([O:35][C:36]([CH3:39])([CH3:38])[CH3:37])=[O:34].C(N(CC)CC)C, predict the reaction product. The product is: [F:1][C:2]1[CH:7]=[CH:6][C:5]([N:8]2[CH2:13][CH2:12][CH:11]([C:14]([N:31]([CH3:32])[C:28]3[CH:27]=[CH:26][C:25]([CH2:24][N:22]4[CH2:21][CH2:20][N:19]([C:33]([O:35][C:36]([CH3:38])([CH3:37])[CH3:39])=[O:34])[C@@H:18]([CH3:17])[CH2:23]4)=[CH:30][CH:29]=3)=[O:15])[CH2:10][CH2:9]2)=[CH:4][CH:3]=1. (3) Given the reactants CCCP(O)(O)=O.Cl.[F:9][CH:10]([F:24])[O:11][C:12]1[CH:17]=[CH:16][CH:15]=[CH:14][C:13]=1[CH:18]1[CH2:23][CH2:22][CH2:21][NH:20][CH2:19]1.C(N(CC)CC)C.[CH3:32][N:33]([CH3:43])[C:34]1[CH:35]=[C:36]([CH:40]=[CH:41][N:42]=1)[C:37](O)=[O:38], predict the reaction product. The product is: [F:24][CH:10]([F:9])[O:11][C:12]1[CH:17]=[CH:16][CH:15]=[CH:14][C:13]=1[CH:18]1[CH2:23][CH2:22][CH2:21][N:20]([C:37]([C:36]2[CH:40]=[CH:41][N:42]=[C:34]([N:33]([CH3:43])[CH3:32])[CH:35]=2)=[O:38])[CH2:19]1. (4) Given the reactants I[C:2]1[C:10]2[C:5](=[N:6][CH:7]=[C:8]([C:11]3C=C[CH:14]=[CH:13][CH:12]=3)[CH:9]=2)[N:4]([S:17]([C:20]2[CH:25]=[CH:24][C:23]([CH3:26])=[CH:22][CH:21]=2)(=[O:19])=[O:18])[CH:3]=1.[C:27]([NH2:31])(=[O:30])[CH:28]=[CH2:29].C1(C)C=CC=CC=1P(C1C=CC=CC=1C)C1C=CC=CC=1C.[CH2:54]([N:56](CC)CC)C, predict the reaction product. The product is: [N:56]1[CH:54]=[CH:14][CH:13]=[CH:12][C:11]=1[C:8]1[CH:9]=[C:10]2[C:2]([CH:29]=[CH:28][C:27]([NH2:31])=[O:30])=[CH:3][N:4]([S:17]([C:20]3[CH:25]=[CH:24][C:23]([CH3:26])=[CH:22][CH:21]=3)(=[O:19])=[O:18])[C:5]2=[N:6][CH:7]=1. (5) Given the reactants [CH2:1]([Mg]Br)[CH3:2].[Cl:5][C:6]1[CH:11]=[C:10]([Cl:12])[CH:9]=[CH:8][C:7]=1[N:13]1[C:18]2=[N:19][C:20]3[C:21](=[C:22]([C:26]#N)[CH:23]=[CH:24][CH:25]=3)[N:17]2[CH2:16][CH2:15][CH2:14]1.[O:28]1CCCC1, predict the reaction product. The product is: [Cl:5][C:6]1[CH:11]=[C:10]([Cl:12])[CH:9]=[CH:8][C:7]=1[N:13]1[C:18]2=[N:19][C:20]3[CH:25]=[CH:24][CH:23]=[C:22]([C:26](=[O:28])[CH2:1][CH3:2])[C:21]=3[N:17]2[CH2:16][CH2:15][CH2:14]1. (6) Given the reactants [NH:1]1[CH2:5][CH2:4][CH2:3][C@@H:2]1[CH2:6][O:7][C:8]1[C:9]([C:14]([O:16][CH2:17][CH3:18])=[O:15])=[N:10][CH:11]=[CH:12][CH:13]=1.[CH:19]1([C:22]2[O:26][N:25]=[C:24]([C:27](O)=[O:28])[CH:23]=2)[CH2:21][CH2:20]1.COC1C=C(OC[C@H]2CCCN2C([C@H]2CC[C@H](C(F)(F)F)CC2)=O)C(C(O)=O)=NC=1, predict the reaction product. The product is: [CH:19]1([C:22]2[O:26][N:25]=[C:24]([C:27]([N:1]3[CH2:5][CH2:4][CH2:3][C@@H:2]3[CH2:6][O:7][C:8]3[C:9]([C:14]([O:16][CH2:17][CH3:18])=[O:15])=[N:10][CH:11]=[CH:12][CH:13]=3)=[O:28])[CH:23]=2)[CH2:21][CH2:20]1. (7) The product is: [CH3:26][N:27]([CH3:29])[NH:28][C:3]([C:5]1[N:6]([CH3:25])[N:7]=[C:8]([O:10][CH2:11][C:12]2[C:13]([C:18]3[CH:23]=[CH:22][C:21]([F:24])=[CH:20][N:19]=3)=[N:14][O:15][C:16]=2[CH3:17])[CH:9]=1)=[O:4]. Given the reactants CO[C:3]([C:5]1[N:6]([CH3:25])[N:7]=[C:8]([O:10][CH2:11][C:12]2[C:13]([C:18]3[CH:23]=[CH:22][C:21]([F:24])=[CH:20][N:19]=3)=[N:14][O:15][C:16]=2[CH3:17])[CH:9]=1)=[O:4].[CH3:26][N:27]([CH3:29])[NH2:28], predict the reaction product.